This data is from Reaction yield outcomes from USPTO patents with 853,638 reactions. The task is: Predict the reaction yield, written as a fraction of the theoretical maximum amount of product (1.0 means a 100% yield; for example, 0.34 means a 34% yield). The reactants are [C:1]([N:4]1[CH2:10][C:9]2[CH:11]=[C:12]([O:16][CH3:17])[C:13]([NH2:15])=[CH:14][C:8]=2[NH:7][C:6](=[O:18])[CH2:5]1)(=[O:3])[CH3:2].Cl[C:20]1[N:25]=[C:24]([NH:26][C@@H:27]2[CH2:32][CH2:31][CH2:30][CH2:29][C@H:28]2[NH:33][S:34]([CH3:37])(=[O:36])=[O:35])[C:23]([Cl:38])=[CH:22][N:21]=1. The catalyst is CO.C(Cl)Cl. The product is [C:1]([N:4]1[CH2:10][C:9]2[CH:11]=[C:12]([O:16][CH3:17])[C:13]([NH:15][C:20]3[N:25]=[C:24]([NH:26][C@@H:27]4[CH2:32][CH2:31][CH2:30][CH2:29][C@H:28]4[NH:33][S:34]([CH3:37])(=[O:35])=[O:36])[C:23]([Cl:38])=[CH:22][N:21]=3)=[CH:14][C:8]=2[NH:7][C:6](=[O:18])[CH2:5]1)(=[O:3])[CH3:2]. The yield is 0.100.